This data is from Catalyst prediction with 721,799 reactions and 888 catalyst types from USPTO. The task is: Predict which catalyst facilitates the given reaction. (1) Reactant: [F:1][C:2]([F:28])([F:27])[C:3]1[CH:4]=[C:5]([NH:9][C:10]([C:12]2[CH:17]=[CH:16][CH:15]=[CH:14][C:13]=2/[CH:18]=[CH:19]/[C:20]([O:22]C(C)(C)C)=[O:21])=[O:11])[CH:6]=[CH:7][CH:8]=1.FC(F)(F)C(O)=O. The catalyst class is: 4. Product: [F:1][C:2]([F:27])([F:28])[C:3]1[CH:4]=[C:5]([NH:9][C:10]([C:12]2[CH:17]=[CH:16][CH:15]=[CH:14][C:13]=2/[CH:18]=[CH:19]/[C:20]([OH:22])=[O:21])=[O:11])[CH:6]=[CH:7][CH:8]=1. (2) Product: [F:9][C:8]([F:11])([F:10])[C:7]([C:5]1[S:6][C:2]([C:20]2[CH:21]=[C:16]([CH:17]=[CH:18][CH:19]=2)[C:13]([OH:15])=[O:14])=[CH:3][CH:4]=1)=[O:12]. The catalyst class is: 339. Reactant: Br[C:2]1[S:6][C:5]([C:7](=[O:12])[C:8]([F:11])([F:10])[F:9])=[CH:4][CH:3]=1.[C:13]([C:16]1[CH:17]=[C:18](B(O)O)[CH:19]=[CH:20][CH:21]=1)([OH:15])=[O:14].C([O-])([O-])=O.[Na+].[Na+].Cl. (3) Reactant: C(OC([N:8]([CH2:16][CH2:17][CH2:18][CH2:19][CH2:20][CH2:21][CH2:22][O:23][C:24]1[CH:29]=[CH:28][C:27]([O:30][CH2:31][C:32]2[CH:37]=[CH:36][CH:35]=[CH:34][CH:33]=2)=[C:26]([C@@H:38]([C:48]2[CH:53]=[CH:52][CH:51]=[CH:50][CH:49]=2)[CH2:39][CH2:40][N:41]([CH:45]([CH3:47])[CH3:46])[CH:42]([CH3:44])[CH3:43])[CH:25]=1)C(OC(C)(C)C)=O)=O)(C)(C)C.[ClH:54].C(O)C. Product: [ClH:54].[ClH:54].[CH2:31]([O:30][C:27]1[CH:28]=[CH:29][C:24]([O:23][CH2:22][CH2:21][CH2:20][CH2:19][CH2:18][CH2:17][CH2:16][NH2:8])=[CH:25][C:26]=1[C@@H:38]([C:48]1[CH:49]=[CH:50][CH:51]=[CH:52][CH:53]=1)[CH2:39][CH2:40][N:41]([CH:45]([CH3:46])[CH3:47])[CH:42]([CH3:44])[CH3:43])[C:32]1[CH:33]=[CH:34][CH:35]=[CH:36][CH:37]=1. The catalyst class is: 4. (4) Reactant: [CH3:1][CH:2]1[CH2:7][CH2:6][CH2:5][CH2:4][CH:3]1[NH:8][C:9]1[C:10]2[N:11]([CH:17]=[CH:18][CH:19]=2)[N:12]=[CH:13]C=1C#N.[OH-:20].[Na+].Cl.[CH3:23][CH2:24][OH:25]. Product: [CH3:1][CH:2]1[CH2:7][CH2:6][CH2:5][CH2:4][CH:3]1[NH:8][C:9]1[C:10]2[N:11]([CH:17]=[CH:18][CH:19]=2)[N:12]=[CH:13][C:23]=1[C:24]([OH:20])=[O:25]. The catalyst class is: 6. (5) Reactant: [CH:1]1[C:13]2[CH2:12][C:11]3[C:6](=[CH:7][CH:8]=[CH:9][CH:10]=3)[C:5]=2[CH:4]=[CH:3][C:2]=1[CH:14]=O.C([O-])(=O)C.[Na+].[Cl-].O[NH3+:23].C(O)(=O)C. Product: [C:14]([C:2]1[CH:3]=[CH:4][C:5]2[C:6]3[C:11](=[CH:10][CH:9]=[CH:8][CH:7]=3)[CH2:12][C:13]=2[CH:1]=1)#[N:23]. The catalyst class is: 6. (6) Reactant: C(O[CH:4]=[CH:5][C:6]1[CH:7]=[N:8][CH:9]=[C:10]([F:13])[C:11]=1[NH2:12])C.Cl. Product: [F:13][C:10]1[C:11]2[NH:12][CH:4]=[CH:5][C:6]=2[CH:7]=[N:8][CH:9]=1. The catalyst class is: 14. (7) Reactant: [Cl:1][C:2]1[S:10][C:9]2[S:8](=[O:12])(=[O:11])[N:7]=[CH:6][N:5]([CH2:13][CH2:14][F:15])[C:4]=2[CH:3]=1.[BH4-].[Na+].Cl. Product: [Cl:1][C:2]1[S:10][C:9]2[S:8](=[O:12])(=[O:11])[NH:7][CH2:6][N:5]([CH2:13][CH2:14][F:15])[C:4]=2[CH:3]=1. The catalyst class is: 252. (8) Reactant: [C:1](=[O:18])([O:10]N1C(=O)CCC1=O)ON1C(=O)CCC1=O.N1[CH:24]=[CH:23][CH:22]=[CH:21][CH:20]=1.[NH2:25][C:26]1[CH:31]=[CH:30][C:29]([S:32]([N:35]([CH2:40][C@@H:41]([OH:51])[C@@H:42]([NH2:50])[CH2:43][C:44]2[CH:49]=[CH:48][CH:47]=[CH:46][CH:45]=2)[CH2:36][CH:37]([CH3:39])[CH3:38])(=[O:34])=[O:33])=[CH:28][CH:27]=1.CN.[C:54]([O:57]CC)(=[O:56])C. Product: [CH3:38][CH:37]([CH2:36][N:35]([S:32]([C:29]1[CH:30]=[CH:31][C:26]([NH2:25])=[CH:27][CH:28]=1)(=[O:34])=[O:33])[CH2:40][C@@H:41]([OH:51])[C@@H:42]([NH:50][C:54]([O:57][C@@H:21]1[C@@H:22]2[CH2:23][CH2:24][O:10][C@@H:1]2[O:18][CH2:20]1)=[O:56])[CH2:43][C:44]1[CH:45]=[CH:46][CH:47]=[CH:48][CH:49]=1)[CH3:39]. The catalyst class is: 556. (9) Reactant: [O:1]1[CH:5]=[CH:4][CH:3]=[C:2]1[C:6]1[N:10]([CH3:11])[C:9](=O)[CH2:8][N:7]=1.COC1C=CC(P2(SP(C3C=CC(OC)=CC=3)(=S)S2)=[S:22])=CC=1.CCN(C(C)C)C(C)C.Cl[CH2:45][C:46]1[N:50]=[C:49]([C:51]2[CH:56]=[CH:55][CH:54]=[C:53]([Cl:57])[CH:52]=2)[O:48][N:47]=1. Product: [Cl:57][C:53]1[CH:52]=[C:51]([C:49]2[O:48][N:47]=[C:46]([CH2:45][S:22][C:9]3[N:10]([CH3:11])[C:6]([C:2]4[O:1][CH:5]=[CH:4][CH:3]=4)=[N:7][CH:8]=3)[N:50]=2)[CH:56]=[CH:55][CH:54]=1. The catalyst class is: 155. (10) Reactant: [CH2:1]([CH:3]=[CH:4][PH:5](=[O:7])[OH:6])[CH3:2].[CH2:8](O)[CH2:9][OH:10]. Product: [CH2:1]([CH:3]=[CH:4][PH:5](=[O:6])[O:7][CH2:8][CH2:9][OH:10])[CH3:2]. The catalyst class is: 11.